This data is from NCI-60 drug combinations with 297,098 pairs across 59 cell lines. The task is: Regression. Given two drug SMILES strings and cell line genomic features, predict the synergy score measuring deviation from expected non-interaction effect. (1) Drug 1: CC1=C2C(C(=O)C3(C(CC4C(C3C(C(C2(C)C)(CC1OC(=O)C(C(C5=CC=CC=C5)NC(=O)C6=CC=CC=C6)O)O)OC(=O)C7=CC=CC=C7)(CO4)OC(=O)C)O)C)OC(=O)C. Drug 2: C1=CC(=C(C=C1I)F)NC2=C(C=CC(=C2F)F)C(=O)NOCC(CO)O. Cell line: NCIH23. Synergy scores: CSS=65.1, Synergy_ZIP=-2.58, Synergy_Bliss=-3.31, Synergy_Loewe=0.272, Synergy_HSA=2.71. (2) Drug 1: C1=CC(=CC=C1CC(C(=O)O)N)N(CCCl)CCCl.Cl. Drug 2: CC(C1=C(C=CC(=C1Cl)F)Cl)OC2=C(N=CC(=C2)C3=CN(N=C3)C4CCNCC4)N. Cell line: MALME-3M. Synergy scores: CSS=11.1, Synergy_ZIP=-1.38, Synergy_Bliss=1.64, Synergy_Loewe=-2.22, Synergy_HSA=-0.283. (3) Synergy scores: CSS=-1.18, Synergy_ZIP=-0.240, Synergy_Bliss=-2.67, Synergy_Loewe=-6.09, Synergy_HSA=-2.80. Drug 1: CNC(=O)C1=CC=CC=C1SC2=CC3=C(C=C2)C(=NN3)C=CC4=CC=CC=N4. Cell line: HCC-2998. Drug 2: CC1=CC=C(C=C1)C2=CC(=NN2C3=CC=C(C=C3)S(=O)(=O)N)C(F)(F)F. (4) Cell line: TK-10. Drug 1: CN1CCC(CC1)COC2=C(C=C3C(=C2)N=CN=C3NC4=C(C=C(C=C4)Br)F)OC. Drug 2: CCC1(CC2CC(C3=C(CCN(C2)C1)C4=CC=CC=C4N3)(C5=C(C=C6C(=C5)C78CCN9C7C(C=CC9)(C(C(C8N6C)(C(=O)OC)O)OC(=O)C)CC)OC)C(=O)OC)O.OS(=O)(=O)O. Synergy scores: CSS=22.0, Synergy_ZIP=4.11, Synergy_Bliss=8.19, Synergy_Loewe=2.64, Synergy_HSA=10.4. (5) Drug 1: C1CC(=O)NC(=O)C1N2CC3=C(C2=O)C=CC=C3N. Drug 2: C(CCl)NC(=O)N(CCCl)N=O. Cell line: OVCAR-8. Synergy scores: CSS=12.1, Synergy_ZIP=-1.06, Synergy_Bliss=5.34, Synergy_Loewe=5.34, Synergy_HSA=5.11. (6) Drug 1: CN(C)C1=NC(=NC(=N1)N(C)C)N(C)C. Drug 2: CC1=C(N=C(N=C1N)C(CC(=O)N)NCC(C(=O)N)N)C(=O)NC(C(C2=CN=CN2)OC3C(C(C(C(O3)CO)O)O)OC4C(C(C(C(O4)CO)O)OC(=O)N)O)C(=O)NC(C)C(C(C)C(=O)NC(C(C)O)C(=O)NCCC5=NC(=CS5)C6=NC(=CS6)C(=O)NCCC[S+](C)C)O. Cell line: OVCAR3. Synergy scores: CSS=10.3, Synergy_ZIP=-2.53, Synergy_Bliss=-2.96, Synergy_Loewe=-15.7, Synergy_HSA=-5.12. (7) Drug 1: C1=NC2=C(N1)C(=S)N=CN2. Drug 2: CS(=O)(=O)OCCCCOS(=O)(=O)C. Cell line: NCI-H460. Synergy scores: CSS=20.7, Synergy_ZIP=-3.23, Synergy_Bliss=2.43, Synergy_Loewe=1.85, Synergy_HSA=2.10. (8) Drug 1: C1=CC(=CC=C1CCC2=CNC3=C2C(=O)NC(=N3)N)C(=O)NC(CCC(=O)O)C(=O)O. Drug 2: C(=O)(N)NO. Cell line: MOLT-4. Synergy scores: CSS=81.2, Synergy_ZIP=3.14, Synergy_Bliss=2.19, Synergy_Loewe=-23.7, Synergy_HSA=1.77. (9) Drug 1: C1=C(C(=O)NC(=O)N1)F. Drug 2: CCCCCOC(=O)NC1=NC(=O)N(C=C1F)C2C(C(C(O2)C)O)O. Cell line: A498. Synergy scores: CSS=50.4, Synergy_ZIP=-5.92, Synergy_Bliss=-8.49, Synergy_Loewe=-13.9, Synergy_HSA=-4.61. (10) Drug 1: CC1=C(C=C(C=C1)C(=O)NC2=CC(=CC(=C2)C(F)(F)F)N3C=C(N=C3)C)NC4=NC=CC(=N4)C5=CN=CC=C5. Drug 2: C(CCl)NC(=O)N(CCCl)N=O. Cell line: T-47D. Synergy scores: CSS=-2.31, Synergy_ZIP=-1.14, Synergy_Bliss=-3.75, Synergy_Loewe=-5.37, Synergy_HSA=-3.57.